From a dataset of Catalyst prediction with 721,799 reactions and 888 catalyst types from USPTO. Predict which catalyst facilitates the given reaction. (1) Product: [Br:14][C:7]1[CH:8]=[CH:9][N:4]2[N:3]=[C:2]([CH3:1])[CH:11]=[C:5]2[N:6]=1. Reactant: [CH3:1][C:2]1[CH:11]=[C:5]2[N:6]=[C:7](O)[CH:8]=[CH:9][N:4]2[N:3]=1.P(Br)(Br)([Br:14])=O. The catalyst class is: 26. (2) Reactant: [F:1][C:2]1[CH:7]=[CH:6][C:5]([C:8]2[N:12]([S:13]([C:16]3[CH:21]=[CH:20][C:19]([CH3:22])=[CH:18][CH:17]=3)(=[O:15])=[O:14])[CH:11]=[C:10]([CH:23]=O)[CH:9]=2)=[CH:4][CH:3]=1.[Cl-].C[NH3+].[C:28]([BH3-])#[N:29].[Na+]. Product: [F:1][C:2]1[CH:7]=[CH:6][C:5]([C:8]2[N:12]([S:13]([C:16]3[CH:21]=[CH:20][C:19]([CH3:22])=[CH:18][CH:17]=3)(=[O:15])=[O:14])[CH:11]=[C:10]([CH2:23][NH:29][CH3:28])[CH:9]=2)=[CH:4][CH:3]=1. The catalyst class is: 5. (3) Reactant: [I:1][C:2]1[CH:3]=[C:4]2[C:8](=[CH:9][CH:10]=1)[NH:7][C:6](=[O:11])[C:5]2=O.[CH2:13]([C:20]1[CH:38]=[CH:37][C:23]([C:24]([NH:26][C:27]2[CH:32]=[CH:31][C:30]([C:33]([NH:35][NH2:36])=[O:34])=[CH:29][CH:28]=2)=[O:25])=[CH:22][CH:21]=1)[CH2:14][CH2:15][CH2:16][CH2:17][CH2:18][CH3:19]. Product: [CH2:13]([C:20]1[CH:38]=[CH:37][C:23]([C:24]([NH:26][C:27]2[CH:28]=[CH:29][C:30]([C:33]([NH:35][N:36]=[C:5]3[C:4]4[C:8](=[CH:9][CH:10]=[C:2]([I:1])[CH:3]=4)[NH:7][C:6]3=[O:11])=[O:34])=[CH:31][CH:32]=2)=[O:25])=[CH:22][CH:21]=1)[CH2:14][CH2:15][CH2:16][CH2:17][CH2:18][CH3:19]. The catalyst class is: 15. (4) Reactant: Br[CH2:2][C:3]1[CH:8]=[CH:7][C:6]([CH2:9][CH2:10][N:11]2[CH:16]=[CH:15][C:14]([O:17][CH2:18][C:19]3[CH:24]=[CH:23][C:22]([CH3:25])=[CH:21][N:20]=3)=[CH:13][C:12]2=[O:26])=[CH:5][CH:4]=1.[NH:27]1[CH2:31][CH2:30][CH2:29][CH2:28]1. Product: [CH3:25][C:22]1[CH:23]=[CH:24][C:19]([CH2:18][O:17][C:14]2[CH:15]=[CH:16][N:11]([CH2:10][CH2:9][C:6]3[CH:7]=[CH:8][C:3]([CH2:2][N:27]4[CH2:31][CH2:30][CH2:29][CH2:28]4)=[CH:4][CH:5]=3)[C:12](=[O:26])[CH:13]=2)=[N:20][CH:21]=1. The catalyst class is: 3. (5) Reactant: [O:1]=[C:2]1[NH:6][C:5]2([C:14]3[C:9](=[N:10][CH:11]=[CH:12][CH:13]=3)[CH2:8][CH2:7]2)[C:4](=[O:15])[N:3]1[CH2:16][C:17]([O:19][C:20]([CH3:23])([CH3:22])[CH3:21])=[O:18].C(O)(C(F)(F)F)=[O:25]. Product: [O:1]=[C:2]1[NH:6][C:5]2([C:14]3[C:9](=[CH:8][CH:11]=[CH:12][CH:13]=3)[NH:10][C:7]2=[O:25])[C:4](=[O:15])[N:3]1[CH2:16][C:17]([O:19][C:20]([CH3:22])([CH3:23])[CH3:21])=[O:18]. The catalyst class is: 2. (6) Reactant: [CH:1]1([C@@H:4]([C:11]2[CH:16]=[CH:15][CH:14]=[C:13]([O:17][CH2:18][C:19]3[CH:24]=[N:23][C:22]([C:25]4[CH:30]=[C:29]([O:31][CH3:32])[CH:28]=[CH:27][C:26]=4[F:33])=[C:21]([C:34]([C:36]([F:39])([F:38])[F:37])=[CH2:35])[N:20]=3)[CH:12]=2)[CH2:5][C:6]([O:8][CH2:9][CH3:10])=[O:7])[CH2:3][CH2:2]1. Product: [CH:1]1([C@@H:4]([C:11]2[CH:16]=[CH:15][CH:14]=[C:13]([O:17][CH2:18][C:19]3[CH:24]=[N:23][C:22]([C:25]4[CH:30]=[C:29]([O:31][CH3:32])[CH:28]=[CH:27][C:26]=4[F:33])=[C:21]([CH:34]([CH3:35])[C:36]([F:38])([F:39])[F:37])[N:20]=3)[CH:12]=2)[CH2:5][C:6]([O:8][CH2:9][CH3:10])=[O:7])[CH2:3][CH2:2]1. The catalyst class is: 19.